From a dataset of Peptide-MHC class I binding affinity with 185,985 pairs from IEDB/IMGT. Regression. Given a peptide amino acid sequence and an MHC pseudo amino acid sequence, predict their binding affinity value. This is MHC class I binding data. (1) The peptide sequence is LSPRTLNAW. The MHC is HLA-A33:01 with pseudo-sequence HLA-A33:01. The binding affinity (normalized) is 0. (2) The peptide sequence is LVYNHCEHG. The MHC is HLA-A69:01 with pseudo-sequence HLA-A69:01. The binding affinity (normalized) is 0.0847. (3) The peptide sequence is AYISSEATTPV. The MHC is HLA-A26:01 with pseudo-sequence HLA-A26:01. The binding affinity (normalized) is 0. (4) The peptide sequence is MCNVYIPPY. The binding affinity (normalized) is 0.360. The MHC is HLA-A26:01 with pseudo-sequence HLA-A26:01. (5) The MHC is HLA-A02:01 with pseudo-sequence HLA-A02:01. The peptide sequence is KLLIAILGPL. The binding affinity (normalized) is 0.611. (6) The binding affinity (normalized) is 0.550. The peptide sequence is ALAKAAAAA. The MHC is HLA-A02:03 with pseudo-sequence HLA-A02:03. (7) The MHC is HLA-A02:03 with pseudo-sequence HLA-A02:03. The peptide sequence is VVTVLWALY. The binding affinity (normalized) is 0.0847. (8) The peptide sequence is QIAILVTTV. The MHC is HLA-A02:06 with pseudo-sequence HLA-A02:06. The binding affinity (normalized) is 0.396. (9) The binding affinity (normalized) is 0.0847. The peptide sequence is AAFLDDNAF. The MHC is HLA-B44:02 with pseudo-sequence HLA-B44:02. (10) The peptide sequence is GICGIRSVTR. The MHC is HLA-A31:01 with pseudo-sequence HLA-A31:01. The binding affinity (normalized) is 0.647.